This data is from Reaction yield outcomes from USPTO patents with 853,638 reactions. The task is: Predict the reaction yield, written as a fraction of the theoretical maximum amount of product (1.0 means a 100% yield; for example, 0.34 means a 34% yield). (1) The reactants are [F:1][C:2]1[CH:9]=[CH:8][C:5]([C:6]#[N:7])=[C:4]([O:10]C)[CH:3]=1.[Al+3].[Cl-].[Cl-].[Cl-]. The catalyst is C1(C)C=CC=CC=1. The product is [F:1][C:2]1[CH:9]=[CH:8][C:5]([C:6]#[N:7])=[C:4]([OH:10])[CH:3]=1. The yield is 0.950. (2) The reactants are Br[C:2]1[CH:3]=[N:4][CH:5]=[CH:6][CH:7]=1.[Li]CCCC.B(OC)(OC)OC.Br[C:21]1[CH:39]=[CH:38][C:24]([C:25]([CH2:27][CH2:28][CH2:29][CH2:30][CH2:31][CH2:32][C:33]([O:35][CH2:36][CH3:37])=[O:34])=[O:26])=[CH:23][CH:22]=1. The catalyst is C(OCC)C.C1COCC1.O.C1C=CC([P]([Pd]([P](C2C=CC=CC=2)(C2C=CC=CC=2)C2C=CC=CC=2)([P](C2C=CC=CC=2)(C2C=CC=CC=2)C2C=CC=CC=2)[P](C2C=CC=CC=2)(C2C=CC=CC=2)C2C=CC=CC=2)(C2C=CC=CC=2)C2C=CC=CC=2)=CC=1. The product is [CH2:36]([O:35][C:33](=[O:34])[CH2:32][CH2:31][CH2:30][CH2:29][CH2:28][CH2:27][C:25](=[O:26])[C:24]1[CH:23]=[CH:22][C:21]([C:2]2[CH:3]=[N:4][CH:5]=[CH:6][CH:7]=2)=[CH:39][CH:38]=1)[CH3:37]. The yield is 0.250. (3) The reactants are [NH2:1][C:2]1[CH:7]=[CH:6][N:5]=[CH:4][CH:3]=1.[Li+].C[Si]([N-][Si](C)(C)C)(C)C.CS([C:21]1[N:26]=[C:25]([C:27]2[C:28]([CH3:34])=[N:29][C:30]([NH2:33])=[N:31][CH:32]=2)[CH:24]=[CH:23][N:22]=1)=O. The catalyst is C1COCC1. The product is [CH3:34][C:28]1[C:27]([C:25]2[CH:24]=[CH:23][N:22]=[C:21]([NH:1][C:2]3[CH:7]=[CH:6][N:5]=[CH:4][CH:3]=3)[N:26]=2)=[CH:32][N:31]=[C:30]([NH2:33])[N:29]=1. The yield is 0.00440. (4) The reactants are [C:1]1([O:8][CH3:9])[C:2](=[CH:4][CH:5]=[CH:6][CH:7]=1)[OH:3].[CH2:10]([O:12][C:13](=[O:21])[CH:14](Cl)[C:15]([O:17][CH2:18][CH3:19])=[O:16])[CH3:11].[Na]. The catalyst is C(O)C. The product is [CH2:10]([O:12][C:13](=[O:21])[CH:14]([O:3][C:2]1[CH:4]=[CH:5][CH:6]=[CH:7][C:1]=1[O:8][CH3:9])[C:15]([O:17][CH2:18][CH3:19])=[O:16])[CH3:11]. The yield is 0.500. (5) The reactants are [Cl:1][C:2]1[CH:3]=[C:4]([C:25]([O:27][CH3:28])=[O:26])[C:5]([N:12]2[CH2:17][CH2:16][N:15](C(OC(C)(C)C)=O)[CH2:14][CH2:13]2)=[N:6][C:7]=1[CH2:8][NH:9][CH:10]=O.P(Cl)(Cl)(Cl)=O. No catalyst specified. The product is [ClH:1].[Cl:1][C:2]1[C:7]2[N:6]([CH:10]=[N:9][CH:8]=2)[C:5]([N:12]2[CH2:17][CH2:16][NH:15][CH2:14][CH2:13]2)=[C:4]([C:25]([O:27][CH3:28])=[O:26])[CH:3]=1. The yield is 0.980. (6) The reactants are [CH3:1][N:2]1[CH:6]=[C:5](B2OC(C)(C)C(C)(C)O2)[C:4]([CH3:16])=[N:3]1.[Cl-].[Li+].Br[C:20]1[N:21]=[C:22]2[C:28]([CH:29]=[O:30])=[CH:27][N:26]([CH2:31][O:32][CH2:33][CH2:34][Si:35]([CH3:38])([CH3:37])[CH3:36])[C:23]2=[N:24][CH:25]=1.[O-]P([O-])([O-])=O.[K+].[K+].[K+]. The catalyst is O.C(OCC)(=O)C.N#N.C1(C=CC=CC=1)[P](C1C=CC=CC=1)(C1C=CC=CC=1)[Pd][P](C1C=CC=CC=1)(C1C=CC=CC=1)C1C=CC=CC=1.C1(C)C=CC=CC=1.C(O)C. The product is [CH3:1][N:2]1[CH:6]=[C:5]([C:20]2[N:21]=[C:22]3[C:28]([CH:29]=[O:30])=[CH:27][N:26]([CH2:31][O:32][CH2:33][CH2:34][Si:35]([CH3:38])([CH3:37])[CH3:36])[C:23]3=[N:24][CH:25]=2)[C:4]([CH3:16])=[N:3]1. The yield is 0.710.